This data is from Reaction yield outcomes from USPTO patents with 853,638 reactions. The task is: Predict the reaction yield, written as a fraction of the theoretical maximum amount of product (1.0 means a 100% yield; for example, 0.34 means a 34% yield). (1) The reactants are [NH2:1][C:2]1[S:3][C:4]2[CH2:15][CH2:14][CH2:13][CH2:12][C:5]=2[C:6]=1[C:7]([O:9][CH2:10][CH3:11])=[O:8].[C:16](Cl)(=[O:18])[CH3:17]. The catalyst is C1COCC1.CN(C)C1C=CN=CC=1.[Cl-].[Na+].O. The product is [CH2:10]([O:9][C:7]([C:6]1[C:5]2[CH2:12][CH2:13][CH2:14][CH2:15][C:4]=2[S:3][C:2]=1[NH:1][C:16](=[O:18])[CH3:17])=[O:8])[CH3:11]. The yield is 0.960. (2) The reactants are [C:1]1([C@H:7]([N:9]2[CH2:14][CH2:13][O:12][C@@H:11]([C:15]3[CH:22]=[CH:21][C:18]([CH:19]=O)=[CH:17][CH:16]=3)[CH2:10]2)[CH3:8])[CH:6]=[CH:5][CH:4]=[CH:3][CH:2]=1.C([O-])(=O)C.[Na+].Cl.[NH2:29]O. The catalyst is C(O)C. The product is [C:1]1([C@H:7]([N:9]2[CH2:14][CH2:13][O:12][C@@H:11]([C:15]3[CH:22]=[CH:21][C:18]([C:19]#[N:29])=[CH:17][CH:16]=3)[CH2:10]2)[CH3:8])[CH:6]=[CH:5][CH:4]=[CH:3][CH:2]=1. The yield is 0.860. (3) The reactants are [Cl:1][C:2]1[NH:3][CH:4]=[C:5]([N+:7]([O-:9])=[O:8])[N:6]=1.[CH3:10][C:11]1([CH2:14][N:15]2[C:19]3[CH:20]=[CH:21][CH:22]=[CH:23][C:18]=3[O:17][C:16]2=[O:24])[CH2:13][O:12]1.C([O-])(=O)C.[Na+].O. The catalyst is C(O)C. The product is [Cl:1][C:2]1[N:3]([CH2:13][C:11]([OH:12])([CH3:10])[CH2:14][N:15]2[C:19]3[CH:20]=[CH:21][CH:22]=[CH:23][C:18]=3[O:17][C:16]2=[O:24])[CH:4]=[C:5]([N+:7]([O-:9])=[O:8])[N:6]=1. The yield is 0.510. (4) The reactants are [Cl:1][C:2]1[CH:9]=[C:8](F)[CH:7]=[CH:6][C:3]=1[C:4]#[N:5].[NH2:11][C@H:12]([C:20]([OH:22])=[O:21])[CH2:13][C:14]1[CH:19]=[CH:18][CH:17]=[CH:16][CH:15]=1.C(=O)([O-])[O-].[Cs+].[Cs+].C(OCC)(=O)C. The catalyst is CS(C)=O. The product is [Cl:1][C:2]1[CH:9]=[C:8]([NH:11][C@H:12]([C:20]([OH:22])=[O:21])[CH2:13][C:14]2[CH:19]=[CH:18][CH:17]=[CH:16][CH:15]=2)[CH:7]=[CH:6][C:3]=1[C:4]#[N:5]. The yield is 1.00. (5) The yield is 0.740. The product is [CH:35]1([C:2]2[C:6]3=[N:7][C:8]([C:11]([NH:13][C:14]4[CH:15]=[N:16][CH:17]=[CH:18][C:19]=4[N:20]4[CH2:25][C@H:24]([CH3:26])[CH2:23][C@H:22]([NH:27][C:28](=[O:34])[O:29][C:30]([CH3:33])([CH3:32])[CH3:31])[CH2:21]4)=[O:12])=[CH:9][CH:10]=[C:5]3[S:4][CH:3]=2)[CH2:37][CH2:36]1. The catalyst is CCOC(C)=O.CC([O-])=O.CC([O-])=O.[Pd+2]. The reactants are Br[C:2]1[C:6]2=[N:7][C:8]([C:11]([NH:13][C:14]3[CH:15]=[N:16][CH:17]=[CH:18][C:19]=3[N:20]3[CH2:25][C@H:24]([CH3:26])[CH2:23][C@H:22]([NH:27][C:28](=[O:34])[O:29][C:30]([CH3:33])([CH3:32])[CH3:31])[CH2:21]3)=[O:12])=[CH:9][CH:10]=[C:5]2[S:4][CH:3]=1.[CH:35]1([B-](F)(F)F)[CH2:37][CH2:36]1.[K+].C([O-])([O-])=O.[Cs+].[Cs+].C12(P(C34CC5CC(CC(C5)C3)C4)CCCC)CC3CC(CC(C3)C1)C2. (6) The reactants are CC1[N:3]([C:8]2[CH:13]=[C:12]([C:14]3[N:19]=[C:18]([C:20]4[CH:25]=[C:24]([C:26]5[CH:31]=[CH:30][C:29]([C:32]([F:35])([F:34])[F:33])=[CH:28][CH:27]=5)[CH:23]=[C:22]([CH3:36])[N:21]=4)[CH:17]=[CH:16][N:15]=3)[CH:11]=[CH:10][N:9]=2)C(C)=CC=1.Cl.NO. No catalyst specified. The product is [CH3:36][C:22]1[N:21]=[C:20]([C:18]2[CH:17]=[CH:16][N:15]=[C:14]([C:12]3[CH:11]=[CH:10][N:9]=[C:8]([NH2:3])[CH:13]=3)[N:19]=2)[CH:25]=[C:24]([C:26]2[CH:27]=[CH:28][C:29]([C:32]([F:35])([F:33])[F:34])=[CH:30][CH:31]=2)[CH:23]=1. The yield is 0.270. (7) The reactants are [BH4-].[Na+].[CH2:3]([C@:10]12[C:23]3[C:18](=[CH:19][C:20]([C:24]([O:26][CH3:27])=[O:25])=[CH:21][CH:22]=3)[C:17](=[O:28])[CH2:16][C@H:15]1[CH2:14][C:13]1([O:32][CH2:31][CH2:30][O:29]1)[CH2:12][CH2:11]2)[C:4]1[CH:9]=[CH:8][CH:7]=[CH:6][CH:5]=1. The catalyst is CO. The product is [CH2:3]([C@:10]12[C:23]3[C:18](=[CH:19][C:20]([C:24]([O:26][CH3:27])=[O:25])=[CH:21][CH:22]=3)[CH:17]([OH:28])[CH2:16][C@H:15]1[CH2:14][C:13]1([O:29][CH2:30][CH2:31][O:32]1)[CH2:12][CH2:11]2)[C:4]1[CH:5]=[CH:6][CH:7]=[CH:8][CH:9]=1. The yield is 0.920. (8) The reactants are N1C=CC=CC=1.Cl[C:8]([O:10][CH:11]([Cl:13])[CH3:12])=[O:9].[C:14]([O:19][CH2:20][CH2:21][OH:22])(=[O:18])[C:15]([CH3:17])=[CH2:16]. The catalyst is ClCCl. The product is [C:8](=[O:9])([O:22][CH2:21][CH2:20][O:19][C:14](=[O:18])[C:15]([CH3:17])=[CH2:16])[O:10][CH:11]([Cl:13])[CH3:12]. The yield is 0.740. (9) The reactants are Br[C:2]1[CH:7]=[CH:6][CH:5]=[C:4]([F:8])[C:3]=1[C:9]1[CH:14]=[CH:13][CH:12]=[C:11]([CH2:15][CH3:16])[CH:10]=1.[Li]C(C)(C)C.[CH3:22][O:23][CH2:24][CH2:25][CH2:26][CH2:27][C:28]([CH:30]1[CH2:35][CH2:34][N:33]([C:36]([O:38][CH2:39][C:40]2[CH:45]=[CH:44][CH:43]=[CH:42][CH:41]=2)=[O:37])[CH2:32][CH2:31]1)=[O:29]. The catalyst is CCOCC.C1COCC1. The product is [CH2:15]([C:11]1[CH:10]=[C:9]([C:3]2[C:4]([F:8])=[CH:5][CH:6]=[CH:7][C:2]=2[C:28]([CH:30]2[CH2:35][CH2:34][N:33]([C:36]([O:38][CH2:39][C:40]3[CH:41]=[CH:42][CH:43]=[CH:44][CH:45]=3)=[O:37])[CH2:32][CH2:31]2)([OH:29])[CH2:27][CH2:26][CH2:25][CH2:24][O:23][CH3:22])[CH:14]=[CH:13][CH:12]=1)[CH3:16]. The yield is 0.310. (10) The reactants are C(OC([NH:8][NH:9][C:10]([C@H:12]1[CH2:17][CH2:16][CH2:15][N:14]([C:18](=[O:26])[C:19]2[CH:24]=[CH:23][C:22]([F:25])=[CH:21][CH:20]=2)[CH2:13]1)=[O:11])=O)(C)(C)C.Cl. The catalyst is ClCCl. The product is [F:25][C:22]1[CH:23]=[CH:24][C:19]([C:18]([N:14]2[CH2:15][CH2:16][CH2:17][C@H:12]([C:10]([NH:9][NH2:8])=[O:11])[CH2:13]2)=[O:26])=[CH:20][CH:21]=1. The yield is 0.910.